Task: Predict the product of the given reaction.. Dataset: Forward reaction prediction with 1.9M reactions from USPTO patents (1976-2016) (1) Given the reactants [CH3:1][C:2]1([C:7]2[O:11][C:10]([CH2:12][N:13]3[CH:17]=[CH:16][C:15]([NH2:18])=[N:14]3)=[CH:9][CH:8]=2)[O:6]CCO1.[F:19][C:20]([F:33])([F:32])[C:21]1[CH:26]=[CH:25][C:24](/[CH:27]=[CH:28]/[C:29](O)=[O:30])=[CH:23][CH:22]=1, predict the reaction product. The product is: [C:2]([C:7]1[O:11][C:10]([CH2:12][N:13]2[CH:17]=[CH:16][C:15]([NH:18][C:29](=[O:30])/[CH:28]=[CH:27]/[C:24]3[CH:23]=[CH:22][C:21]([C:20]([F:32])([F:33])[F:19])=[CH:26][CH:25]=3)=[N:14]2)=[CH:9][CH:8]=1)(=[O:6])[CH3:1]. (2) Given the reactants [Cl:1][C:2]1[C:14]2[C:13]3[C:8](=[CH:9][CH:10]=[C:11]4[CH:18]=[C:17]([OH:19])[CH:16]=[CH:15][C:12]4=3)[NH:7][C:6]=2[C:5]([CH3:20])=[CH:4][N:3]=1.Cl.Cl[CH2:23][CH2:24][CH2:25][N:26]1[CH2:31][CH2:30][CH2:29][CH2:28][CH2:27]1, predict the reaction product. The product is: [Cl:1][C:2]1[C:14]2[C:13]3[C:8](=[CH:9][CH:10]=[C:11]4[CH:18]=[C:17]([O:19][CH2:23][CH2:24][CH2:25][N:26]5[CH2:31][CH2:30][CH2:29][CH2:28][CH2:27]5)[CH:16]=[CH:15][C:12]4=3)[NH:7][C:6]=2[C:5]([CH3:20])=[CH:4][N:3]=1. (3) Given the reactants [Br:1][CH2:2][CH2:3][OH:4].C(Cl)Cl.[C:8]([Si:12](Cl)([CH3:14])[CH3:13])([CH3:11])([CH3:10])[CH3:9], predict the reaction product. The product is: [Br:1][CH2:2][CH2:3][O:4][Si:12]([C:8]([CH3:11])([CH3:10])[CH3:9])([CH3:14])[CH3:13]. (4) Given the reactants [CH:1]1([NH:7][CH2:8][CH2:9][C:10]2[CH:11]=[C:12]([CH2:16][CH2:17][OH:18])[CH:13]=[CH:14][CH:15]=2)[CH2:6][CH2:5][CH2:4][CH2:3][CH2:2]1.[C:19](O[C:19]([O:21][C:22]([CH3:25])([CH3:24])[CH3:23])=[O:20])([O:21][C:22]([CH3:25])([CH3:24])[CH3:23])=[O:20], predict the reaction product. The product is: [C:22]([O:21][C:19](=[O:20])[N:7]([CH:1]1[CH2:2][CH2:3][CH2:4][CH2:5][CH2:6]1)[CH2:8][CH2:9][C:10]1[CH:15]=[CH:14][CH:13]=[C:12]([CH2:16][CH2:17][OH:18])[CH:11]=1)([CH3:25])([CH3:24])[CH3:23]. (5) The product is: [CH:11]1([CH:16]([NH:18][C:7]([C:4]2[S:3][C:2]([NH2:1])=[N:6][CH:5]=2)=[O:9])[CH3:17])[CH2:15][CH2:14][CH2:13][CH2:12]1. Given the reactants [NH2:1][C:2]1[S:3][C:4]([C:7]([OH:9])=O)=[CH:5][N:6]=1.Cl.[CH:11]1([CH:16]([NH2:18])[CH3:17])[CH2:15][CH2:14][CH2:13][CH2:12]1.CN([P+](ON1N=NC2C=CC=CC1=2)(N(C)C)N(C)C)C.F[P-](F)(F)(F)(F)F.C(=O)(O)[O-].[Na+], predict the reaction product.